From a dataset of Catalyst prediction with 721,799 reactions and 888 catalyst types from USPTO. Predict which catalyst facilitates the given reaction. (1) Reactant: [CH:1]1([N:5]2[CH2:10][CH2:9][CH:8]([O:11][C:12]3[CH:21]=[CH:20][C:19]4[CH2:18][N:17](C(OC(C)(C)C)=O)[CH2:16][CH2:15][C:14]=4[N:13]=3)[CH2:7][CH2:6]2)[CH2:4][CH2:3][CH2:2]1.C(O)(C(F)(F)F)=O.C([O-])(O)=O.[Na+]. Product: [CH:1]1([N:5]2[CH2:6][CH2:7][CH:8]([O:11][C:12]3[CH:21]=[CH:20][C:19]4[CH2:18][NH:17][CH2:16][CH2:15][C:14]=4[N:13]=3)[CH2:9][CH2:10]2)[CH2:4][CH2:3][CH2:2]1. The catalyst class is: 2. (2) Reactant: [CH2:1]([O:3][C:4]([C:6]1[S:10][C:9](Cl)=[N:8][C:7]=1[C:12]1[CH:17]=[CH:16][C:15]([C:18]([F:21])([F:20])[F:19])=[CH:14][CH:13]=1)=[O:5])[CH3:2].CC(C)=O.[N-:26]=[N+:27]=[N-:28].[Na+]. Product: [CH2:1]([O:3][C:4]([C:6]1[S:10][C:9]([N:26]=[N+:27]=[N-:28])=[N:8][C:7]=1[C:12]1[CH:17]=[CH:16][C:15]([C:18]([F:21])([F:20])[F:19])=[CH:14][CH:13]=1)=[O:5])[CH3:2]. The catalyst class is: 6. (3) Reactant: C(I)I.[CH2:4]([O:6][C:7](=[O:12])[CH2:8][C:9]([CH3:11])=[CH2:10])[CH3:5].[CH3:13]COC(C)=O. Product: [CH2:4]([O:6][C:7](=[O:12])[CH2:8][C:9]1([CH3:13])[CH2:11][CH2:10]1)[CH3:5]. The catalyst class is: 27. (4) Reactant: [Br:1][C:2]1[CH:10]=[CH:9][C:5]([C:6](Cl)=[O:7])=[C:4]([F:11])[CH:3]=1.[CH3:12][O:13][C:14]1[CH:19]=[C:18]([NH2:20])[CH:17]=[CH:16][N:15]=1.N1C=CC=CC=1.Cl. Product: [Br:1][C:2]1[CH:10]=[CH:9][C:5]([C:6]([NH:20][C:18]2[CH:17]=[CH:16][N:15]=[C:14]([O:13][CH3:12])[CH:19]=2)=[O:7])=[C:4]([F:11])[CH:3]=1. The catalyst class is: 4. (5) Reactant: O[C:2]1[CH:7]=[C:6]([OH:8])[CH:5]=[CH:4][C:3]=1[C:9](=[N:11][OH:12])[CH3:10].[OH-].[K+]. Product: [CH3:10][C:9]1[C:3]2[CH:4]=[CH:5][C:6]([OH:8])=[CH:7][C:2]=2[O:12][N:11]=1. The catalyst class is: 24.